This data is from NCI-60 drug combinations with 297,098 pairs across 59 cell lines. The task is: Regression. Given two drug SMILES strings and cell line genomic features, predict the synergy score measuring deviation from expected non-interaction effect. (1) Drug 1: CN(CCCl)CCCl.Cl. Drug 2: C1CCC(C(C1)N)N.C(=O)(C(=O)[O-])[O-].[Pt+4]. Cell line: MDA-MB-435. Synergy scores: CSS=23.1, Synergy_ZIP=-5.96, Synergy_Bliss=0.0241, Synergy_Loewe=-2.20, Synergy_HSA=1.14. (2) Drug 1: CC1=C2C(C(=O)C3(C(CC4C(C3C(C(C2(C)C)(CC1OC(=O)C(C(C5=CC=CC=C5)NC(=O)OC(C)(C)C)O)O)OC(=O)C6=CC=CC=C6)(CO4)OC(=O)C)O)C)O. Drug 2: CCN(CC)CCCC(C)NC1=C2C=C(C=CC2=NC3=C1C=CC(=C3)Cl)OC. Cell line: NCIH23. Synergy scores: CSS=29.3, Synergy_ZIP=-8.94, Synergy_Bliss=-4.48, Synergy_Loewe=-1.16, Synergy_HSA=-0.902.